Dataset: Reaction yield outcomes from USPTO patents with 853,638 reactions. Task: Predict the reaction yield, written as a fraction of the theoretical maximum amount of product (1.0 means a 100% yield; for example, 0.34 means a 34% yield). (1) The reactants are [F:1][C:2]1[CH:3]=[C:4](Br)[CH:5]=[C:6]([C:8]#[N:9])[CH:7]=1.C([O-])(=O)C.[K+].C([O:23][N:24]=[C:25]1[C:33]2([CH2:38][CH2:37][CH2:36][CH2:35][CH2:34]2)[C:32]2[C:27](=[CH:28][CH:29]=[C:30](Br)[CH:31]=2)[NH:26]1)C1C=CC=CC=1.C(=O)([O-])[O-].[Na+].[Na+]. The catalyst is CN(C=O)C.Cl[Pd]Cl. The product is [OH:23][N:24]=[C:25]1[C:33]2([CH2:38][CH2:37][CH2:36][CH2:35][CH2:34]2)[C:32]2[C:27](=[CH:28][CH:29]=[C:30]([C:4]3[CH:5]=[C:6]([CH:7]=[C:2]([F:1])[CH:3]=3)[C:8]#[N:9])[CH:31]=2)[NH:26]1. The yield is 0.660. (2) The catalyst is CCOC(C)=O. The reactants are [NH2:1][C@@H:2](/[CH:5]=[CH:6]/[C:7]1[CH:12]=[CH:11][C:10]([Br:13])=[CH:9][CH:8]=1)[CH2:3][OH:4].C(N(CC)C(C)C)(C)C.C1COCC1.[C:28](=O)([O:34]C(C)(C)C)[O:29][C:30]([CH3:33])([CH3:32])[CH3:31]. The product is [C:30]([O:29][C:28](=[O:34])[NH:1][C@H:2]([CH2:3][OH:4])/[CH:5]=[CH:6]/[C:7]1[CH:8]=[CH:9][C:10]([Br:13])=[CH:11][CH:12]=1)([CH3:33])([CH3:32])[CH3:31]. The yield is 0.980. (3) The reactants are [F:1][C:2]1[CH:7]=[C:6]([CH3:8])[C:5]([N+:9]([O-:11])=[O:10])=[CH:4][C:3]=1[N+:12]([O-:14])=[O:13].CO[CH:17]([N:20]([CH3:22])[CH3:21])OC.CN(C=O)C. The catalyst is O. The product is [F:1][C:2]1[C:3]([N+:12]([O-:14])=[O:13])=[CH:4][C:5]([N+:9]([O-:11])=[O:10])=[C:6]([CH:8]=[CH:17][N:20]([CH3:22])[CH3:21])[CH:7]=1. The yield is 0.630. (4) The reactants are Br[CH2:2][C:3]1[CH:4]=[C:5]([CH:25]=[CH:26][CH:27]=1)[CH2:6][N:7]1[C:11]2[CH:12]=[CH:13][CH:14]=[CH:15][C:10]=2[N:9]([C:16]2[CH:21]=[CH:20][CH:19]=[CH:18][C:17]=2[F:22])[S:8]1(=[O:24])=[O:23].[CH3:28][NH:29][CH3:30]. No catalyst specified. The product is [F:22][C:17]1[CH:18]=[CH:19][CH:20]=[CH:21][C:16]=1[N:9]1[C:10]2[CH:15]=[CH:14][CH:13]=[CH:12][C:11]=2[N:7]([CH2:6][C:5]2[CH:4]=[C:3]([CH2:2][N:29]([CH3:30])[CH3:28])[CH:27]=[CH:26][CH:25]=2)[S:8]1(=[O:24])=[O:23]. The yield is 0.390. (5) The reactants are [C:1]([NH:8][CH2:9][CH2:10][NH2:11])([O:3][C:4]([CH3:7])([CH3:6])[CH3:5])=[O:2].[C:12]([O:16][CH3:17])(=[O:15])[CH:13]=[CH2:14]. The catalyst is C(#N)C. The product is [CH3:17][O:16][C:12](=[O:15])[CH2:13][CH2:14][NH:11][CH2:10][CH2:9][NH:8][C:1]([O:3][C:4]([CH3:5])([CH3:6])[CH3:7])=[O:2]. The yield is 0.460.